Predict which catalyst facilitates the given reaction. From a dataset of Catalyst prediction with 721,799 reactions and 888 catalyst types from USPTO. (1) Reactant: [CH3:1][C:2]1[O:6][N:5]=[C:4]([C:7]2[CH:12]=[CH:11][CH:10]=[C:9]([C:13]([F:16])([F:15])[F:14])[CH:8]=2)[C:3]=1[C:17]([OH:19])=O.Cl.C(N=C=NCCCN(C)C)C.[CH3:32][O:33][C:34]1[CH:35]=[C:36]([N:40]2[CH2:45][CH2:44][NH:43][CH2:42][CH2:41]2)[CH:37]=[CH:38][CH:39]=1. Product: [CH3:32][O:33][C:34]1[CH:35]=[C:36]([N:40]2[CH2:45][CH2:44][N:43]([C:17]([C:3]3[C:4]([C:7]4[CH:12]=[CH:11][CH:10]=[C:9]([C:13]([F:14])([F:15])[F:16])[CH:8]=4)=[N:5][O:6][C:2]=3[CH3:1])=[O:19])[CH2:42][CH2:41]2)[CH:37]=[CH:38][CH:39]=1. The catalyst class is: 4. (2) Reactant: [NH2:1][C:2]1[CH:3]=[CH:4][C:5]([O:24][CH2:25][CH2:26][CH3:27])=[C:6]([C:8]2[NH:13][C:12](=[O:14])[C:11]3=[C:15]([CH3:23])[N:16]=[C:17]([CH:18]4[CH2:22][CH2:21][CH2:20][CH2:19]4)[N:10]3[N:9]=2)[CH:7]=1.[Cl:28][C:29]1[S:30][C:31]([Cl:38])=[CH:32][C:33]=1[S:34](Cl)(=[O:36])=[O:35].N1C=CC=CC=1. Product: [Cl:28][C:29]1[S:30][C:31]([Cl:38])=[CH:32][C:33]=1[S:34]([NH:1][C:2]1[CH:3]=[CH:4][C:5]([O:24][CH2:25][CH2:26][CH3:27])=[C:6]([C:8]2[NH:13][C:12](=[O:14])[C:11]3=[C:15]([CH3:23])[N:16]=[C:17]([CH:18]4[CH2:22][CH2:21][CH2:20][CH2:19]4)[N:10]3[N:9]=2)[CH:7]=1)(=[O:36])=[O:35]. The catalyst class is: 7.